The task is: Predict the reaction yield, written as a fraction of the theoretical maximum amount of product (1.0 means a 100% yield; for example, 0.34 means a 34% yield).. This data is from Reaction yield outcomes from USPTO patents with 853,638 reactions. The reactants are [C:1]1([NH:7][C:8](=[O:24])[C:9]2[CH:14]=[CH:13][C:12]([B:15]3[O:19]C(C)(C)C(C)(C)[O:16]3)=[CH:11][CH:10]=2)[CH:6]=[CH:5][CH:4]=[CH:3][CH:2]=1. The yield is 0.560. The catalyst is C1COCC1.O.CC(=O)OCC.O. The product is [C:1]1([NH:7][C:8]([C:9]2[CH:14]=[CH:13][C:12]([B:15]([OH:19])[OH:16])=[CH:11][CH:10]=2)=[O:24])[CH:2]=[CH:3][CH:4]=[CH:5][CH:6]=1.